Task: Regression. Given two drug SMILES strings and cell line genomic features, predict the synergy score measuring deviation from expected non-interaction effect.. Dataset: NCI-60 drug combinations with 297,098 pairs across 59 cell lines (1) Drug 1: C1=CC=C(C=C1)NC(=O)CCCCCCC(=O)NO. Drug 2: COCCOC1=C(C=C2C(=C1)C(=NC=N2)NC3=CC=CC(=C3)C#C)OCCOC.Cl. Cell line: PC-3. Synergy scores: CSS=18.3, Synergy_ZIP=3.42, Synergy_Bliss=13.4, Synergy_Loewe=8.49, Synergy_HSA=10.0. (2) Drug 1: C1=NC2=C(N=C(N=C2N1C3C(C(C(O3)CO)O)F)Cl)N. Drug 2: C1CNP(=O)(OC1)N(CCCl)CCCl. Cell line: NCI-H322M. Synergy scores: CSS=0.227, Synergy_ZIP=-0.849, Synergy_Bliss=-2.86, Synergy_Loewe=0.517, Synergy_HSA=-3.56. (3) Drug 1: CS(=O)(=O)C1=CC(=C(C=C1)C(=O)NC2=CC(=C(C=C2)Cl)C3=CC=CC=N3)Cl. Cell line: HOP-62. Drug 2: B(C(CC(C)C)NC(=O)C(CC1=CC=CC=C1)NC(=O)C2=NC=CN=C2)(O)O. Synergy scores: CSS=1.18, Synergy_ZIP=0.0501, Synergy_Bliss=0.264, Synergy_Loewe=-2.76, Synergy_HSA=-2.91. (4) Drug 1: C1C(C(OC1N2C=NC3=C(N=C(N=C32)Cl)N)CO)O. Drug 2: CC1=C(C(=O)C2=C(C1=O)N3CC4C(C3(C2COC(=O)N)OC)N4)N. Cell line: NCI-H322M. Synergy scores: CSS=15.0, Synergy_ZIP=-2.92, Synergy_Bliss=3.06, Synergy_Loewe=2.93, Synergy_HSA=3.19. (5) Drug 1: CC(C1=C(C=CC(=C1Cl)F)Cl)OC2=C(N=CC(=C2)C3=CN(N=C3)C4CCNCC4)N. Drug 2: CN(C)C1=NC(=NC(=N1)N(C)C)N(C)C. Cell line: CCRF-CEM. Synergy scores: CSS=36.2, Synergy_ZIP=0.197, Synergy_Bliss=-5.13, Synergy_Loewe=-40.4, Synergy_HSA=-7.63. (6) Drug 1: CC1=C2C(C(=O)C3(C(CC4C(C3C(C(C2(C)C)(CC1OC(=O)C(C(C5=CC=CC=C5)NC(=O)C6=CC=CC=C6)O)O)OC(=O)C7=CC=CC=C7)(CO4)OC(=O)C)O)C)OC(=O)C. Drug 2: C1CC(C1)(C2=CC=C(C=C2)C3=C(C=C4C(=N3)C=CN5C4=NNC5=O)C6=CC=CC=C6)N. Cell line: HT29. Synergy scores: CSS=75.5, Synergy_ZIP=5.71, Synergy_Bliss=4.70, Synergy_Loewe=6.44, Synergy_HSA=9.03. (7) Drug 1: C1=NC2=C(N1)C(=S)N=C(N2)N. Synergy scores: CSS=31.6, Synergy_ZIP=-1.10, Synergy_Bliss=-1.07, Synergy_Loewe=-10.5, Synergy_HSA=-0.638. Drug 2: C1C(C(OC1N2C=NC(=NC2=O)N)CO)O. Cell line: A549. (8) Drug 1: C1=CC=C(C(=C1)C(C2=CC=C(C=C2)Cl)C(Cl)Cl)Cl. Drug 2: COC1=NC(=NC2=C1N=CN2C3C(C(C(O3)CO)O)O)N. Cell line: NCI/ADR-RES. Synergy scores: CSS=-4.88, Synergy_ZIP=3.21, Synergy_Bliss=2.22, Synergy_Loewe=-2.85, Synergy_HSA=-4.11. (9) Drug 1: C1=CC(=C2C(=C1NCCNCCO)C(=O)C3=C(C=CC(=C3C2=O)O)O)NCCNCCO. Drug 2: CN1C(=O)N2C=NC(=C2N=N1)C(=O)N. Cell line: MALME-3M. Synergy scores: CSS=20.8, Synergy_ZIP=3.81, Synergy_Bliss=4.19, Synergy_Loewe=-28.3, Synergy_HSA=1.23. (10) Drug 1: CCN(CC)CCNC(=O)C1=C(NC(=C1C)C=C2C3=C(C=CC(=C3)F)NC2=O)C. Drug 2: CN1C(=O)N2C=NC(=C2N=N1)C(=O)N. Cell line: HT29. Synergy scores: CSS=47.3, Synergy_ZIP=14.2, Synergy_Bliss=13.8, Synergy_Loewe=-31.2, Synergy_HSA=11.2.